This data is from Reaction yield outcomes from USPTO patents with 853,638 reactions. The task is: Predict the reaction yield, written as a fraction of the theoretical maximum amount of product (1.0 means a 100% yield; for example, 0.34 means a 34% yield). (1) The reactants are Br[C:2]1[CH:3]=[C:4]2[C:9](=[CH:10][CH:11]=1)[CH:8]=[C:7]([C:12]1[NH:16][C:15]([C@@H:17]3[CH2:21][C@H:20]([CH3:22])[CH2:19][N:18]3[C:23]([O:25][C:26]([CH3:29])([CH3:28])[CH3:27])=[O:24])=[N:14][C:13]=1[Cl:30])[CH:6]=[CH:5]2.[CH3:31][C@@H:32]1[CH2:36][N:35]([C:37]([O:39][C:40]([CH3:43])([CH3:42])[CH3:41])=[O:38])[C@H:34]([C:44]2[NH:45][C:46]([C:49]3[CH:54]=[CH:53][C:52](B4OC(C)(C)C(C)(C)O4)=[CH:51][CH:50]=3)=[CH:47][N:48]=2)[CH2:33]1.C([O-])(O)=O.[Na+]. The catalyst is C1C=CC([P]([Pd]([P](C2C=CC=CC=2)(C2C=CC=CC=2)C2C=CC=CC=2)([P](C2C=CC=CC=2)(C2C=CC=CC=2)C2C=CC=CC=2)[P](C2C=CC=CC=2)(C2C=CC=CC=2)C2C=CC=CC=2)(C2C=CC=CC=2)C2C=CC=CC=2)=CC=1. The product is [C:40]([O:39][C:37]([N:35]1[CH2:36][C@@H:32]([CH3:31])[CH2:33][C@H:34]1[C:44]1[NH:45][C:46]([C:49]2[CH:50]=[CH:51][C:52]([C:2]3[CH:3]=[C:4]4[C:9](=[CH:10][CH:11]=3)[CH:8]=[C:7]([C:12]3[NH:16][C:15]([C@@H:17]5[CH2:21][C@H:20]([CH3:22])[CH2:19][N:18]5[C:23]([O:25][C:26]([CH3:29])([CH3:27])[CH3:28])=[O:24])=[N:14][C:13]=3[Cl:30])[CH:6]=[CH:5]4)=[CH:53][CH:54]=2)=[CH:47][N:48]=1)=[O:38])([CH3:41])([CH3:42])[CH3:43]. The yield is 0.700. (2) The reactants are [C:1]([O:5][C:6]([N:8]1[CH2:12][CH2:11][CH2:10][CH:9]1[C:13]([OH:15])=[O:14])=[O:7])([CH3:4])([CH3:3])[CH3:2].[CH3:16][C:17]([CH3:20])([O-])[CH3:18].[K+].Cl.[Na+].[Cl-]. The catalyst is C1COCC1.O. The product is [N:8]1([C:6]([O:5][C:1]([CH3:4])([CH3:2])[CH3:3])=[O:7])[CH2:12][CH2:11][CH2:10][CH:9]1[C:13]([O:15][C:17]([CH3:20])([CH3:18])[CH3:16])=[O:14]. The yield is 0.810.